This data is from NCI-60 drug combinations with 297,098 pairs across 59 cell lines. The task is: Regression. Given two drug SMILES strings and cell line genomic features, predict the synergy score measuring deviation from expected non-interaction effect. (1) Drug 1: CC1C(C(CC(O1)OC2CC(CC3=C2C(=C4C(=C3O)C(=O)C5=C(C4=O)C(=CC=C5)OC)O)(C(=O)CO)O)N)O. Drug 2: CC1=C(C(=CC=C1)Cl)NC(=O)C2=CN=C(S2)NC3=CC(=NC(=N3)C)N4CCN(CC4)CCO. Cell line: UACC62. Synergy scores: CSS=66.1, Synergy_ZIP=0.742, Synergy_Bliss=2.00, Synergy_Loewe=-5.21, Synergy_HSA=6.28. (2) Drug 1: C1CN(P(=O)(OC1)NCCCl)CCCl. Drug 2: CCC1(C2=C(COC1=O)C(=O)N3CC4=CC5=C(C=CC(=C5CN(C)C)O)N=C4C3=C2)O.Cl. Cell line: SNB-19. Synergy scores: CSS=14.9, Synergy_ZIP=-4.58, Synergy_Bliss=-7.50, Synergy_Loewe=-30.5, Synergy_HSA=-6.91. (3) Drug 1: CN1C(=O)N2C=NC(=C2N=N1)C(=O)N. Drug 2: CCCCCOC(=O)NC1=NC(=O)N(C=C1F)C2C(C(C(O2)C)O)O. Cell line: SK-MEL-5. Synergy scores: CSS=2.44, Synergy_ZIP=-1.80, Synergy_Bliss=0.588, Synergy_Loewe=0.661, Synergy_HSA=1.23. (4) Drug 1: COC1=C(C=C2C(=C1)N=CN=C2NC3=CC(=C(C=C3)F)Cl)OCCCN4CCOCC4. Drug 2: C1=NC2=C(N=C(N=C2N1C3C(C(C(O3)CO)O)F)Cl)N. Cell line: MALME-3M. Synergy scores: CSS=49.0, Synergy_ZIP=2.57, Synergy_Bliss=2.61, Synergy_Loewe=2.40, Synergy_HSA=5.30. (5) Drug 1: C1CC(=O)NC(=O)C1N2CC3=C(C2=O)C=CC=C3N. Drug 2: CC1=C(C=C(C=C1)C(=O)NC2=CC(=CC(=C2)C(F)(F)F)N3C=C(N=C3)C)NC4=NC=CC(=N4)C5=CN=CC=C5. Cell line: UACC62. Synergy scores: CSS=5.03, Synergy_ZIP=-1.64, Synergy_Bliss=-0.234, Synergy_Loewe=0.980, Synergy_HSA=0.986. (6) Drug 1: C1=NC2=C(N=C(N=C2N1C3C(C(C(O3)CO)O)O)F)N. Drug 2: COC1=NC(=NC2=C1N=CN2C3C(C(C(O3)CO)O)O)N. Cell line: HL-60(TB). Synergy scores: CSS=55.1, Synergy_ZIP=-2.16, Synergy_Bliss=-3.64, Synergy_Loewe=-2.23, Synergy_HSA=-2.50. (7) Drug 1: C1CCC(C1)C(CC#N)N2C=C(C=N2)C3=C4C=CNC4=NC=N3. Drug 2: CN1CCC(CC1)COC2=C(C=C3C(=C2)N=CN=C3NC4=C(C=C(C=C4)Br)F)OC. Cell line: HCT116. Synergy scores: CSS=2.74, Synergy_ZIP=-0.417, Synergy_Bliss=6.10, Synergy_Loewe=1.52, Synergy_HSA=3.14. (8) Cell line: CAKI-1. Synergy scores: CSS=31.5, Synergy_ZIP=-0.479, Synergy_Bliss=-2.94, Synergy_Loewe=-36.0, Synergy_HSA=-2.90. Drug 1: CCC1=C2CN3C(=CC4=C(C3=O)COC(=O)C4(CC)O)C2=NC5=C1C=C(C=C5)O. Drug 2: CC12CCC3C(C1CCC2OP(=O)(O)O)CCC4=C3C=CC(=C4)OC(=O)N(CCCl)CCCl.[Na+].